This data is from Reaction yield outcomes from USPTO patents with 853,638 reactions. The task is: Predict the reaction yield, written as a fraction of the theoretical maximum amount of product (1.0 means a 100% yield; for example, 0.34 means a 34% yield). (1) The reactants are [F:1][C:2]1[CH:7]=[C:6]([CH2:8][O:9]C(=O)C2C=CC=CC=2)[CH:5]=[CH:4][N:3]=1.C[O-].[Na+].[Cl-].[NH4+]. The catalyst is CO. The product is [F:1][C:2]1[CH:7]=[C:6]([CH2:8][OH:9])[CH:5]=[CH:4][N:3]=1. The yield is 0.940. (2) The reactants are [CH3:1][O:2][C:3]([C@H:5]1[CH2:10][CH2:9][C@H:8]([CH2:11][NH:12][C:13]2[CH:18]=[C:17]([O:19][CH3:20])[CH:16]=[CH:15][C:14]=2[N+:21]([O-])=O)[CH2:7][CH2:6]1)=[O:4].[H][H]. The catalyst is [Pd]. The product is [CH3:1][O:2][C:3]([C@H:5]1[CH2:6][CH2:7][C@H:8]([CH2:11][NH:12][C:13]2[CH:18]=[C:17]([O:19][CH3:20])[CH:16]=[CH:15][C:14]=2[NH2:21])[CH2:9][CH2:10]1)=[O:4]. The yield is 0.960. (3) The reactants are [CH3:1][O:2][CH:3]([O:19][CH3:20])[CH2:4][CH2:5][N:6]1[C:15]2[C:10](=[CH:11][CH:12]=[C:13]([O:16][CH3:17])[CH:14]=2)[NH:9][CH2:8][C:7]1=[O:18]. The catalyst is ClCCl.[O-2].[O-2].[Mn+4]. The product is [CH3:20][O:19][CH:3]([O:2][CH3:1])[CH2:4][CH2:5][N:6]1[C:15]2[C:10](=[CH:11][CH:12]=[C:13]([O:16][CH3:17])[CH:14]=2)[N:9]=[CH:8][C:7]1=[O:18]. The yield is 0.720. (4) The reactants are Cl[C:2]1[C:7]([C:8]([OH:10])=[O:9])=[CH:6][N:5]=[CH:4][CH:3]=1.[Cl:11][C:12]1[CH:17]=[CH:16][C:15]([Cl:18])=[CH:14][C:13]=1[OH:19].C(=O)([O-])[O-].[K+].[K+].O. The catalyst is CN(C)C=O.[Cu]I.[Cu]. The product is [Cl:11][C:12]1[CH:17]=[CH:16][C:15]([Cl:18])=[CH:14][C:13]=1[O:19][C:2]1[C:7]([C:8]([OH:10])=[O:9])=[CH:6][N:5]=[CH:4][CH:3]=1. The yield is 0.400.